This data is from Catalyst prediction with 721,799 reactions and 888 catalyst types from USPTO. The task is: Predict which catalyst facilitates the given reaction. (1) Reactant: Cl.[Cl:2][C:3]1[CH:4]=[CH:5][C:6]([CH3:11])=[C:7]([NH:9]N)[CH:8]=1.O.Cl.[NH:14]1[CH2:19][CH2:18][C:17](=O)[CH2:16][CH2:15]1.Cl. The catalyst class is: 14. Product: [ClH:2].[Cl:2][C:3]1[C:8]2[C:16]3[CH2:15][NH:14][CH2:19][CH2:18][C:17]=3[NH:9][C:7]=2[C:6]([CH3:11])=[CH:5][CH:4]=1. (2) Reactant: C([O:5][C:6](=[O:36])[CH2:7][NH:8][C:9]([C:11]1[S:12][C:13]([C:16]([NH:18][N:19]=[C:20]([C:22]2[C:26]([OH:27])=[C:25]([C:28]3[CH:33]=[CH:32][C:31]([Cl:34])=[C:30]([Cl:35])[CH:29]=3)[S:24][CH:23]=2)[CH3:21])=[O:17])=[CH:14][CH:15]=1)=[O:10])(C)(C)C.FC(F)(F)C(O)=O. Product: [Cl:35][C:30]1[CH:29]=[C:28]([C:25]2[S:24][CH:23]=[C:22]([C:20](=[N:19][NH:18][C:16]([C:13]3[S:12][C:11]([C:9]([NH:8][CH2:7][C:6]([OH:36])=[O:5])=[O:10])=[CH:15][CH:14]=3)=[O:17])[CH3:21])[C:26]=2[OH:27])[CH:33]=[CH:32][C:31]=1[Cl:34]. The catalyst class is: 2.